Dataset: Plasma protein binding rate (PPBR) regression data from AstraZeneca. Task: Regression/Classification. Given a drug SMILES string, predict its absorption, distribution, metabolism, or excretion properties. Task type varies by dataset: regression for continuous measurements (e.g., permeability, clearance, half-life) or binary classification for categorical outcomes (e.g., BBB penetration, CYP inhibition). For this dataset (ppbr_az), we predict Y. (1) The Y is 97.5 %. The molecule is Cc1onc(-c2ccccc2)c1-c1ccc(S(N)(=O)=O)cc1. (2) The drug is O=C(c1ccc(F)cc1)C1CCN(CCn2c(=O)[nH]c3ccccc3c2=O)CC1. The Y is 90.3 %.